Dataset: Reaction yield outcomes from USPTO patents with 853,638 reactions. Task: Predict the reaction yield, written as a fraction of the theoretical maximum amount of product (1.0 means a 100% yield; for example, 0.34 means a 34% yield). (1) The reactants are [C:1]([C:4]1[NH:8][N:7]=[C:6]([C:9]([NH:11][C@@H:12]([CH3:30])[CH2:13][N:14]2[CH:18]=[CH:17][C:16]([C:19]3[CH:24]=[CH:23][C:22]([C:25]#[N:26])=[C:21]([N+]([O-])=O)[CH:20]=3)=[N:15]2)=[O:10])[CH:5]=1)(=[O:3])[CH3:2].[CH3:31][O-:32].C([N+](CCCC)(CCCC)CCCC)CCC. The catalyst is CO. The product is [C:1]([C:4]1[NH:8][N:7]=[C:6]([C:9]([NH:11][C@@H:12]([CH3:30])[CH2:13][N:14]2[CH:18]=[CH:17][C:16]([C:19]3[CH:24]=[CH:23][C:22]([C:25]#[N:26])=[C:21]([O:32][CH3:31])[CH:20]=3)=[N:15]2)=[O:10])[CH:5]=1)(=[O:3])[CH3:2]. The yield is 0.0500. (2) The reactants are [H-].[Al+3].[Li+].[H-].[H-].[H-].Br[CH2:8][C:9]([NH:11][CH2:12][CH2:13][CH2:14][CH2:15][CH2:16][CH2:17][CH3:18])=O.[Cl-].[NH4+:20].[CH2:21]1[CH2:25][O:24]CC1. No catalyst specified. The product is [CH2:12]([NH:11][CH2:9][CH2:8][N:20]1[CH2:13][CH2:12][N:11]([CH2:21][CH2:25][OH:24])[CH2:9][CH2:8]1)[CH2:13][CH2:14][CH2:15][CH2:16][CH2:17][CH3:18]. The yield is 0.430. (3) The reactants are [Cl:1][C:2]1[CH:3]=[C:4]([C:8](=[O:21])[CH2:9][N:10]2[C:18](=[O:19])[C:17]3[C:12](=[CH:13][CH:14]=[CH:15][CH:16]=3)[C:11]2=[O:20])[CH:5]=[CH:6][CH:7]=1.CO[CH:24](OC)[N:25]([CH3:27])[CH3:26]. No catalyst specified. The product is [Cl:1][C:2]1[CH:3]=[C:4]([C:8](=[O:21])[C:9]([N:10]2[C:18](=[O:19])[C:17]3[C:12](=[CH:13][CH:14]=[CH:15][CH:16]=3)[C:11]2=[O:20])=[CH:24][N:25]([CH3:27])[CH3:26])[CH:5]=[CH:6][CH:7]=1. The yield is 0.800. (4) The reactants are [OH:1][CH:2]([CH3:37])[CH2:3][CH2:4][N:5]1[C:13](=[O:14])[C:12]2[N:11](COCC[Si](C)(C)C)[C:10]([O:23][C:24]3[CH:29]=[CH:28][CH:27]=[C:26]([O:30][C:31]([F:34])([F:33])[F:32])[CH:25]=3)=[N:9][C:8]=2[N:7]([CH3:35])[C:6]1=[O:36].CCCC[N+](CCCC)(CCCC)CCCC.[F-]. The catalyst is C1COCC1.C(OCC)(=O)C. The product is [OH:1][CH:2]([CH3:37])[CH2:3][CH2:4][N:5]1[C:13](=[O:14])[C:12]2[NH:11][C:10]([O:23][C:24]3[CH:29]=[CH:28][CH:27]=[C:26]([O:30][C:31]([F:33])([F:34])[F:32])[CH:25]=3)=[N:9][C:8]=2[N:7]([CH3:35])[C:6]1=[O:36]. The yield is 0.838. (5) The reactants are [OH:1][CH2:2][CH2:3][C:4]1[CH:9]=[CH:8][C:7]([OH:10])=[CH:6][CH:5]=1.C(=O)([O-])[O-].[K+].[K+].Br[CH2:18][C:19]([O:21][C:22]([CH3:25])([CH3:24])[CH3:23])=[O:20]. The catalyst is C(#N)C. The product is [OH:1][CH2:2][CH2:3][C:4]1[CH:9]=[CH:8][C:7]([O:10][CH2:18][C:19]([O:21][C:22]([CH3:25])([CH3:24])[CH3:23])=[O:20])=[CH:6][CH:5]=1. The yield is 0.928. (6) The reactants are Cl[C:2]([O:4][C:5]1[CH:10]=[CH:9][CH:8]=[CH:7][CH:6]=1)=[O:3].N1C=CC=CC=1.[CH3:17][N:18]1[CH:26]=[C:25]2[C:20]([CH:21]=[CH:22][C:23]([NH2:27])=[CH:24]2)=[N:19]1. The catalyst is C(Cl)Cl. The product is [CH3:17][N:18]1[CH:26]=[C:25]2[C:20]([CH:21]=[CH:22][C:23]([NH:27][C:2](=[O:3])[O:4][C:5]3[CH:10]=[CH:9][CH:8]=[CH:7][CH:6]=3)=[CH:24]2)=[N:19]1. The yield is 0.930. (7) The reactants are [Cl:1][C:2]1[CH:3]=[C:4]([CH:25]=[CH:26][CH:27]=1)[CH2:5][N:6]1[CH2:10][C@@H:9]([N:11]([CH2:13][C:14]2[CH:19]=[CH:18][C:17]([F:20])=[CH:16][C:15]=2[F:21])[CH3:12])[CH2:8][C@H:7]1[C:22]([OH:24])=O.[CH3:28][O:29][C:30]1[CH:35]=[CH:34][CH:33]=[CH:32][C:31]=1[N:36]1[CH2:41][CH2:40][NH:39][CH2:38][CH2:37]1. No catalyst specified. The product is [Cl:1][C:2]1[CH:3]=[C:4]([CH:25]=[CH:26][CH:27]=1)[CH2:5][N:6]1[CH2:10][C@@H:9]([N:11]([CH2:13][C:14]2[CH:19]=[CH:18][C:17]([F:20])=[CH:16][C:15]=2[F:21])[CH3:12])[CH2:8][C@H:7]1[C:22]([N:39]1[CH2:38][CH2:37][N:36]([C:31]2[CH:32]=[CH:33][CH:34]=[CH:35][C:30]=2[O:29][CH3:28])[CH2:41][CH2:40]1)=[O:24]. The yield is 0.0700.